This data is from Catalyst prediction with 721,799 reactions and 888 catalyst types from USPTO. The task is: Predict which catalyst facilitates the given reaction. (1) Reactant: [NH:1]1[C:9]2[C:4](=[C:5]([N:10]3[CH2:15][CH2:14][NH:13][CH2:12][CH2:11]3)[CH:6]=[CH:7][CH:8]=2)[CH:3]=[CH:2]1.[C:16](O[C:16]([O:18][C:19]([CH3:22])([CH3:21])[CH3:20])=[O:17])([O:18][C:19]([CH3:22])([CH3:21])[CH3:20])=[O:17].[OH-].[Na+].O. Product: [NH:1]1[C:9]2[C:4](=[C:5]([N:10]3[CH2:15][CH2:14][N:13]([C:16]([O:18][C:19]([CH3:22])([CH3:21])[CH3:20])=[O:17])[CH2:12][CH2:11]3)[CH:6]=[CH:7][CH:8]=2)[CH:3]=[CH:2]1. The catalyst class is: 12. (2) Reactant: Cl[C:2]1[N:6]([CH3:7])[C:5]2[C:8]([CH:14]([CH2:17][CH3:18])[CH2:15][CH3:16])=[CH:9][CH:10]=[C:11]([C:12]#[N:13])[C:4]=2[N:3]=1.[Br:19][C:20]1[CH:25]=[C:24]([Cl:26])[CH:23]=[CH:22][C:21]=1[OH:27].C(=O)([O-])[O-].[K+].[K+].CN1CCCC1=O. Product: [Br:19][C:20]1[CH:25]=[C:24]([Cl:26])[CH:23]=[CH:22][C:21]=1[O:27][C:2]1[N:6]([CH3:7])[C:5]2[C:8]([CH:14]([CH2:17][CH3:18])[CH2:15][CH3:16])=[CH:9][CH:10]=[C:11]([C:12]#[N:13])[C:4]=2[N:3]=1. The catalyst class is: 6. (3) Reactant: [S:1](Cl)(Cl)=[O:2].[CH2:5]([O:12][C:13]1[CH:18]=[CH:17][C:16]([C:19]2[N:23]([CH:24]3[CH2:29][CH2:28][CH2:27][CH2:26][CH2:25]3)[C:22]3[CH:30]=[CH:31][C:32]([C:34](=[N:36][OH:37])[NH2:35])=[CH:33][C:21]=3[N:20]=2)=[CH:15][CH:14]=1)[C:6]1[CH:11]=[CH:10][CH:9]=[CH:8][CH:7]=1.N1C=CC=CC=1. Product: [CH2:5]([O:12][C:13]1[CH:14]=[CH:15][C:16]([C:19]2[N:23]([CH:24]3[CH2:25][CH2:26][CH2:27][CH2:28][CH2:29]3)[C:22]3[CH:30]=[CH:31][C:32]([C:34]4[NH:35][S:1](=[O:2])[O:37][N:36]=4)=[CH:33][C:21]=3[N:20]=2)=[CH:17][CH:18]=1)[C:6]1[CH:11]=[CH:10][CH:9]=[CH:8][CH:7]=1. The catalyst class is: 7. (4) Reactant: C(OC([NH:8][CH2:9][CH:10]1[CH2:15][CH2:14][N:13]([C:16]([O:18][CH2:19][C:20]2[CH:25]=[C:24]([Cl:26])[CH:23]=[C:22]([Cl:27])[CH:21]=2)=[O:17])[CH2:12][CH2:11]1)=O)(C)(C)C.Cl.O1CCOCC1. Product: [ClH:26].[NH2:8][CH2:9][CH:10]1[CH2:15][CH2:14][N:13]([C:16]([O:18][CH2:19][C:20]2[CH:21]=[C:22]([Cl:27])[CH:23]=[C:24]([Cl:26])[CH:25]=2)=[O:17])[CH2:12][CH2:11]1. The catalyst class is: 2.